From a dataset of TCR-epitope binding with 47,182 pairs between 192 epitopes and 23,139 TCRs. Binary Classification. Given a T-cell receptor sequence (or CDR3 region) and an epitope sequence, predict whether binding occurs between them. The epitope is LPPIVAKEI. The TCR CDR3 sequence is CASSLVLAGEFREQFF. Result: 0 (the TCR does not bind to the epitope).